From a dataset of Forward reaction prediction with 1.9M reactions from USPTO patents (1976-2016). Predict the product of the given reaction. (1) The product is: [NH2:13][C:11]1[N:12]=[C:7]([N:1]2[CH2:6][CH2:5][N:4]([C:30](=[O:31])[CH2:29][O:28][C:27]3[CH:33]=[CH:34][C:24]([Cl:23])=[CH:25][CH:26]=3)[CH2:3][CH2:2]2)[C:8]2[N:16]=[C:15]([C:17]3[CH:22]=[CH:21][N:20]=[CH:19][CH:18]=3)[S:14][C:9]=2[N:10]=1. Given the reactants [N:1]1([C:7]2[C:8]3[N:16]=[C:15]([C:17]4[CH:22]=[CH:21][N:20]=[CH:19][CH:18]=4)[S:14][C:9]=3[N:10]=[C:11]([NH2:13])[N:12]=2)[CH2:6][CH2:5][NH:4][CH2:3][CH2:2]1.[Cl:23][C:24]1[CH:34]=[CH:33][C:27]([O:28][CH2:29][C:30](O)=[O:31])=[CH:26][CH:25]=1, predict the reaction product. (2) Given the reactants [Cl:1][C:2]1[CH:7]=[CH:6][C:5]([C:8]2[C:13](=[O:14])[CH2:12][O:11][C:10](=[O:15])[C:9]=2[OH:16])=[CH:4][CH:3]=1.[CH:17]1[C:26]2[C:21](=[CH:22][CH:23]=[CH:24][CH:25]=2)[CH:20]=[CH:19][C:18]=1[CH:27]=O.C(OCC)C.CCCCCC, predict the reaction product. The product is: [Cl:1][C:2]1[CH:3]=[CH:4][C:5]([C:8]2[C:13](=[O:14])[C:12](=[CH:27][C:18]3[CH:19]=[CH:20][C:21]4[C:26](=[CH:25][CH:24]=[CH:23][CH:22]=4)[CH:17]=3)[O:11][C:10](=[O:15])[C:9]=2[OH:16])=[CH:6][CH:7]=1. (3) Given the reactants [Br:1][C:2]1[CH:3]=[N:4][CH:5]=[C:6]([Br:9])[C:7]=1Cl.[C:10]([CH:12]1[CH2:16][CH2:15][NH:14][CH2:13]1)#[N:11].C(N(CC)CC)C, predict the reaction product. The product is: [Br:1][C:2]1[CH:3]=[N:4][CH:5]=[C:6]([Br:9])[C:7]=1[N:14]1[CH2:15][CH2:16][CH:12]([C:10]#[N:11])[CH2:13]1. (4) Given the reactants Cl[C:2]1[N:7]=[C:6]([C:8]2[CH:13]=[CH:12][C:11]([F:14])=[C:10]([Cl:15])[CH:9]=2)[CH:5]=[C:4]([N:16]2[CH2:21][CH2:20][N:19]([C:22]3[N:23]([CH3:27])[CH:24]=[CH:25][N:26]=3)[CH2:18][CH2:17]2)[N:3]=1.Cl.[CH3:29][C@@H:30]1[CH2:34][CH2:33][CH2:32][NH:31]1, predict the reaction product. The product is: [Cl:15][C:10]1[CH:9]=[C:8]([C:6]2[CH:5]=[C:4]([N:16]3[CH2:21][CH2:20][N:19]([C:22]4[N:23]([CH3:27])[CH:24]=[CH:25][N:26]=4)[CH2:18][CH2:17]3)[N:3]=[C:2]([N:31]3[CH2:32][CH2:33][CH2:34][C@H:30]3[CH3:29])[N:7]=2)[CH:13]=[CH:12][C:11]=1[F:14]. (5) Given the reactants Cl[C:2]1[C:7]([CH:8]=[O:9])=[C:6]([NH:10][C:11]2[CH:16]=[CH:15][CH:14]=[CH:13][C:12]=2[Cl:17])[N:5]=[C:4]([S:18][CH3:19])[N:3]=1.[H-].[Na+].[C:22]1([OH:28])[CH:27]=[CH:26][CH:25]=[CH:24][CH:23]=1, predict the reaction product. The product is: [Cl:17][C:12]1[CH:13]=[CH:14][CH:15]=[CH:16][C:11]=1[NH:10][C:6]1[C:7]([CH:8]=[O:9])=[C:2]([O:28][C:22]2[CH:27]=[CH:26][CH:25]=[CH:24][CH:23]=2)[N:3]=[C:4]([S:18][CH3:19])[N:5]=1.